Predict the product of the given reaction. From a dataset of Forward reaction prediction with 1.9M reactions from USPTO patents (1976-2016). (1) The product is: [CH3:21][N:22]([CH2:23][C:24]1[CH:25]=[N:26][CH:27]=[CH:28][CH:29]=1)[C:3]([C:5]1[N:6]([CH3:20])[C:7]([C:10]2[S:18][C:17]3[C:12](=[N:13][CH:14]=[CH:15][C:16]=3[Cl:19])[CH:11]=2)=[CH:8][N:9]=1)=[O:4]. Given the reactants CO[C:3]([C:5]1[N:6]([CH3:20])[C:7]([C:10]2[S:18][C:17]3[C:12](=[N:13][CH:14]=[CH:15][C:16]=3[Cl:19])[CH:11]=2)=[CH:8][N:9]=1)=[O:4].[CH3:21][NH:22][CH2:23][C:24]1[CH:25]=[N:26][CH:27]=[CH:28][CH:29]=1, predict the reaction product. (2) The product is: [CH3:20][O:21][C:22]1[CH:36]=[CH:35][C:25]([O:26][C:27]2[CH:28]=[C:29]([CH2:30][N:4]3[CH2:3][CH2:2][N:1]([C:7]4[CH:8]=[CH:9][C:10]5[N:11]([C:13]([C:16]([F:17])([F:18])[F:19])=[N:14][N:15]=5)[N:12]=4)[CH2:6][CH2:5]3)[CH:32]=[CH:33][CH:34]=2)=[CH:24][CH:23]=1. Given the reactants [N:1]1([C:7]2[CH:8]=[CH:9][C:10]3[N:11]([C:13]([C:16]([F:19])([F:18])[F:17])=[N:14][N:15]=3)[N:12]=2)[CH2:6][CH2:5][NH:4][CH2:3][CH2:2]1.[CH3:20][O:21][C:22]1[CH:36]=[CH:35][C:25]([O:26][C:27]2[CH:28]=[C:29]([CH:32]=[CH:33][CH:34]=2)[CH:30]=O)=[CH:24][CH:23]=1, predict the reaction product. (3) Given the reactants [C:1]1([C@H:7]([O:9][C:10]([NH:12][C:13]2[CH:14]=[N:15][CH:16]=[CH:17][C:18]=2[C:19]2[CH:24]=[CH:23][C:22](OS(C(F)(F)F)(=O)=O)=[CH:21][CH:20]=2)=[O:11])[CH3:8])[CH:6]=[CH:5][CH:4]=[CH:3][CH:2]=1.B([C:36]1[CH:41]=[CH:40][C:39]([C:42]2([C:45]([OH:47])=[O:46])[CH2:44][CH2:43]2)=[CH:38][CH:37]=1)(O)O, predict the reaction product. The product is: [C:1]1([C@H:7]([O:9][C:10]([NH:12][C:13]2[CH:14]=[N:15][CH:16]=[CH:17][C:18]=2[C:19]2[CH:20]=[CH:21][C:22]([C:36]3[CH:41]=[CH:40][C:39]([C:42]4([C:45]([OH:47])=[O:46])[CH2:44][CH2:43]4)=[CH:38][CH:37]=3)=[CH:23][CH:24]=2)=[O:11])[CH3:8])[CH:6]=[CH:5][CH:4]=[CH:3][CH:2]=1. (4) Given the reactants [OH:1][C@:2]1([CH2:9][NH:10][C:11]([C:13]2[C:14]3[CH:15]=[CH:16][C:17](Cl)=[N:18][C:19]=3[CH:20]=[CH:21][C:22]=2[Cl:23])=[O:12])[CH2:7][CH2:6][CH2:5][C@@H:4]([CH3:8])[CH2:3]1.CCN(C(C)C)C(C)C.[F:34][C@H:35]1[CH2:39][CH2:38][NH:37][CH2:36]1, predict the reaction product. The product is: [OH:1][C@:2]1([CH2:9][NH:10][C:11]([C:13]2[C:14]3[CH:15]=[CH:16][C:17]([N:37]4[CH2:38][CH2:39][C@H:35]([F:34])[CH2:36]4)=[N:18][C:19]=3[CH:20]=[CH:21][C:22]=2[Cl:23])=[O:12])[CH2:7][CH2:6][CH2:5][C@@H:4]([CH3:8])[CH2:3]1. (5) Given the reactants [F:1][C:2]([F:32])([F:31])[C:3]1[CH:26]=[C:25]([C:27]([F:30])([F:29])[F:28])[CH:24]=[CH:23][C:4]=1[CH2:5][O:6][C:7]1[CH:12]=[CH:11][C:10](/[CH:13]=[C:14]2/[C:15](=S)[NH:16][C:17](=[O:19])[S:18]/2)=[CH:9][C:8]=1[O:21][CH3:22].[CH2:33]([NH2:40])[C:34]1[CH:39]=[CH:38][CH:37]=[CH:36][CH:35]=1, predict the reaction product. The product is: [CH2:33]([NH:40][C:15]1=[N:16][C:17](=[O:19])[S:18]/[C:14]/1=[CH:13]\[C:10]1[CH:11]=[CH:12][C:7]([O:6][CH2:5][C:4]2[CH:23]=[CH:24][C:25]([C:27]([F:30])([F:28])[F:29])=[CH:26][C:3]=2[C:2]([F:31])([F:32])[F:1])=[C:8]([O:21][CH3:22])[CH:9]=1)[C:34]1[CH:39]=[CH:38][CH:37]=[CH:36][CH:35]=1. (6) Given the reactants [NH2:1][C:2]1[N:7]=[CH:6][N:5]=[C:4]2[N:8]([CH:12]([C:14]3[O:15][C:16](=[O:30])[C:17]4[C:22]([C:23]=3[C:24]3[CH:29]=[CH:28][CH:27]=[CH:26][CH:25]=3)=[CH:21][CH:20]=[CH:19][CH:18]=4)[CH3:13])[N:9]=[C:10](I)[C:3]=12.C([O-])([O-])=O.[K+].[K+].[NH2:37][C:38]1[N:43]=[CH:42][C:41](B(O)O)=[CH:40][N:39]=1, predict the reaction product. The product is: [NH2:1][C:2]1[N:7]=[CH:6][N:5]=[C:4]2[N:8]([CH:12]([C:14]3[O:15][C:16](=[O:30])[C:17]4[C:22]([C:23]=3[C:24]3[CH:29]=[CH:28][CH:27]=[CH:26][CH:25]=3)=[CH:21][CH:20]=[CH:19][CH:18]=4)[CH3:13])[N:9]=[C:10]([C:41]3[CH:40]=[N:39][C:38]([NH2:37])=[N:43][CH:42]=3)[C:3]=12. (7) Given the reactants C([Li])(CC)C.[C:6]([OH:16])(=[O:15])[C:7]1[CH:12]=[CH:11][C:10]([O:13][CH3:14])=[CH:9][CH:8]=1.CN(CCN(C)C)C.[F:25][C:26]1[CH:27]=[C:28]([CH:34]=[CH:35][CH:36]=1)[C:29](OCC)=[O:30], predict the reaction product. The product is: [F:25][C:26]1[CH:27]=[C:28]([CH:34]=[CH:35][CH:36]=1)[C:29]([C:8]1[CH:9]=[C:10]([O:13][CH3:14])[CH:11]=[CH:12][C:7]=1[C:6]([OH:16])=[O:15])=[O:30]. (8) Given the reactants [CH3:1][O:2][C:3]1[C:11]2[O:10][C:9]([CH3:13])([CH3:12])[CH2:8][C:7]=2[CH:6]=[CH:5][CH:4]=1.[Br:14]N1C(=O)CCC1=O.O.C(OCC)C, predict the reaction product. The product is: [Br:14][C:5]1[CH:4]=[C:3]([O:2][CH3:1])[C:11]2[O:10][C:9]([CH3:13])([CH3:12])[CH2:8][C:7]=2[CH:6]=1. (9) Given the reactants [F:1][C:2]([F:54])([F:53])[C:3]1[CH:4]=[C:5]([CH:46]=[C:47]([C:49]([F:52])([F:51])[F:50])[CH:48]=1)[CH2:6][N:7]([C@H:26]1[CH2:32][CH2:31][CH2:30][N:29]([CH2:33][CH:34]2[CH2:36][CH2:35]2)[C:28]2[CH:37]=[C:38]([C:42]([F:45])([F:44])[F:43])[C:39]([CH3:41])=[CH:40][C:27]1=2)[C:8]1[N:9]=[N:10][N:11]([CH2:13][CH2:14][N:15]2C(=O)C3C(=CC=CC=3)C2=O)[N:12]=1.O.NN, predict the reaction product. The product is: [NH2:15][CH2:14][CH2:13][N:11]1[N:10]=[N:9][C:8]([N:7]([CH2:6][C:5]2[CH:4]=[C:3]([C:2]([F:1])([F:53])[F:54])[CH:48]=[C:47]([C:49]([F:52])([F:51])[F:50])[CH:46]=2)[C@H:26]2[CH2:32][CH2:31][CH2:30][N:29]([CH2:33][CH:34]3[CH2:36][CH2:35]3)[C:28]3[CH:37]=[C:38]([C:42]([F:44])([F:45])[F:43])[C:39]([CH3:41])=[CH:40][C:27]2=3)=[N:12]1.